This data is from Reaction yield outcomes from USPTO patents with 853,638 reactions. The task is: Predict the reaction yield, written as a fraction of the theoretical maximum amount of product (1.0 means a 100% yield; for example, 0.34 means a 34% yield). (1) The reactants are [CH3:1][N:2]1[CH2:7][CH2:6][N:5]([C:8]2[CH:13]=[CH:12][C:11]([N+:14]([O-])=O)=[C:10]([C:17]3[S:18][CH:19]=[CH:20][C:21]=3[CH3:22])[CH:9]=2)[CH2:4][CH2:3]1. The catalyst is CO.[Pd]. The product is [CH3:1][N:2]1[CH2:3][CH2:4][N:5]([C:8]2[CH:13]=[CH:12][C:11]([NH2:14])=[C:10]([C:17]3[S:18][CH:19]=[CH:20][C:21]=3[CH3:22])[CH:9]=2)[CH2:6][CH2:7]1. The yield is 0.720. (2) The reactants are C(=O)([O-])[O-].[Cs+].[Cs+].[OH:7][C:8]1[CH:16]=[CH:15][CH:14]=[C:13]2[C:9]=1[CH:10]=[CH:11][NH:12]2.[CH3:17][O:18][C:19](=[O:22])[CH2:20]Br. The catalyst is C(#N)C.CCOC(C)=O. The product is [CH3:17][O:18][C:19](=[O:22])[CH2:20][O:7][C:8]1[CH:16]=[CH:15][CH:14]=[C:13]2[C:9]=1[CH:10]=[CH:11][NH:12]2. The yield is 0.780.